From a dataset of NCI-60 drug combinations with 297,098 pairs across 59 cell lines. Regression. Given two drug SMILES strings and cell line genomic features, predict the synergy score measuring deviation from expected non-interaction effect. (1) Drug 1: COC1=C(C=C2C(=C1)N=CN=C2NC3=CC(=C(C=C3)F)Cl)OCCCN4CCOCC4. Drug 2: C1=CC(=CC=C1CCCC(=O)O)N(CCCl)CCCl. Cell line: SK-MEL-2. Synergy scores: CSS=24.9, Synergy_ZIP=5.83, Synergy_Bliss=7.22, Synergy_Loewe=-17.6, Synergy_HSA=8.92. (2) Drug 1: COC1=NC(=NC2=C1N=CN2C3C(C(C(O3)CO)O)O)N. Drug 2: CC1C(C(CC(O1)OC2CC(CC3=C2C(=C4C(=C3O)C(=O)C5=CC=CC=C5C4=O)O)(C(=O)C)O)N)O. Cell line: SNB-19. Synergy scores: CSS=33.5, Synergy_ZIP=-4.07, Synergy_Bliss=-5.88, Synergy_Loewe=-7.41, Synergy_HSA=-2.42. (3) Drug 1: CC1=C2C(C(=O)C3(C(CC4C(C3C(C(C2(C)C)(CC1OC(=O)C(C(C5=CC=CC=C5)NC(=O)OC(C)(C)C)O)O)OC(=O)C6=CC=CC=C6)(CO4)OC(=O)C)OC)C)OC. Drug 2: CCCCC(=O)OCC(=O)C1(CC(C2=C(C1)C(=C3C(=C2O)C(=O)C4=C(C3=O)C=CC=C4OC)O)OC5CC(C(C(O5)C)O)NC(=O)C(F)(F)F)O. Cell line: MCF7. Synergy scores: CSS=55.8, Synergy_ZIP=15.3, Synergy_Bliss=14.8, Synergy_Loewe=-0.429, Synergy_HSA=16.1.